Dataset: Full USPTO retrosynthesis dataset with 1.9M reactions from patents (1976-2016). Task: Predict the reactants needed to synthesize the given product. (1) Given the product [CH3:1][O:2][NH:3][CH2:4][C:5]1[C:14]2([CH2:15][CH2:16][CH2:17]2)[O:13][C:12]2[C:7](=[C:8]([CH3:20])[C:9]([OH:19])=[C:10]([CH3:18])[CH:11]=2)[CH:6]=1, predict the reactants needed to synthesize it. The reactants are: [CH3:1][O:2][N:3]=[CH:4][C:5]1[C:14]2([CH2:17][CH2:16][CH2:15]2)[O:13][C:12]2[C:7](=[C:8]([CH3:20])[C:9]([OH:19])=[C:10]([CH3:18])[CH:11]=2)[CH:6]=1.Cl. (2) Given the product [CH3:14][NH:17][C:8]([C:5]1([C:3]([O:2][CH3:1])=[O:4])[CH2:7][CH2:6]1)=[O:10], predict the reactants needed to synthesize it. The reactants are: [CH3:1][O:2][C:3]([C:5]1([C:8]([OH:10])=O)[CH2:7][CH2:6]1)=[O:4].Cl.CN.[CH:14]([N:17](CC)C(C)C)(C)C.F[P-](F)(F)(F)(F)F.N1(OC(N(C)C)=[N+](C)C)C2N=CC=CC=2N=N1.C(=O)(O)[O-].[Na+]. (3) The reactants are: [Br:1][C:2]1[CH:7]=[C:6]([Cl:8])[C:5]([OH:9])=[C:4]([Cl:10])[CH:3]=1.F[C:12]1[CH:13]=[CH:14][C:15]([N+:22]([O-:24])=[O:23])=[C:16]([C:18]([F:21])([F:20])[F:19])[CH:17]=1.C(=O)([O-])[O-].[K+].[K+]. Given the product [Cl:10][C:4]1[CH:3]=[C:2]([Br:1])[CH:7]=[C:6]([Cl:8])[C:5]=1[O:9][C:12]1[CH:13]=[CH:14][C:15]([N+:22]([O-:24])=[O:23])=[C:16]([C:18]([F:19])([F:21])[F:20])[CH:17]=1, predict the reactants needed to synthesize it.